From a dataset of Reaction yield outcomes from USPTO patents with 853,638 reactions. Predict the reaction yield, written as a fraction of the theoretical maximum amount of product (1.0 means a 100% yield; for example, 0.34 means a 34% yield). (1) The catalyst is C1COCC1. The product is [CH2:7]([O:6][C:4](=[O:5])[CH2:3][C:11]1([OH:18])[CH:12]=[C:13]([CH3:17])[C:14](=[O:16])[CH:15]=[C:10]1[CH3:9])[CH3:8]. The yield is 0.870. The reactants are Br[Zn][CH2:3][C:4]([O:6][CH2:7][CH3:8])=[O:5].[CH3:9][C:10]1[C:11](=[O:18])[CH:12]=[C:13]([CH3:17])[C:14](=[O:16])[CH:15]=1.Cl.C(OCC)(=O)C. (2) The reactants are C[N:2]([CH3:19])/[CH:3]=[C:4](/[C:10](=[O:18])[C:11]1[C:16](Cl)=[CH:15][CH:14]=[CH:13][N:12]=1)\[C:5]([O:7][CH2:8][CH3:9])=[O:6].P([O-])([O-])([O-])=O.[K+].[K+].[K+].[Br:28][C:29]1[CH:34]=[CH:33][CH:32]=[CH:31][C:30]=1CN.O. The catalyst is CC(N(C)C)=O. The product is [Br:28][C:29]1[CH:34]=[CH:33][CH:32]=[CH:31][C:30]=1[CH2:19][N:2]1[C:16]2[C:11](=[N:12][CH:13]=[CH:14][CH:15]=2)[C:10](=[O:18])[C:4]([C:5]([O:7][CH2:8][CH3:9])=[O:6])=[CH:3]1. The yield is 0.468. (3) The reactants are [OH:1][C:2]1[CH:3]=[C:4]([CH2:8][C:9]([OH:11])=[O:10])[CH:5]=[CH:6][CH:7]=1.Br[CH:13]([CH3:15])[CH3:14].[OH-].[K+]. The catalyst is CCO. The product is [CH2:14]([O:1][C:2]1[CH:3]=[C:4]([CH2:8][C:9]([OH:11])=[O:10])[CH:5]=[CH:6][CH:7]=1)[C:13]1[CH:15]=[CH:6][CH:7]=[CH:2][CH:3]=1. The yield is 0.440. (4) The reactants are [CH:1]1([C:4]2[N:8]([C:9]([O:11][C:12]([CH3:15])([CH3:14])[CH3:13])=[O:10])[C:7]3[CH:16]=[C:17]([C:26]4[C:27]([CH3:32])=[N:28][O:29][C:30]=4[CH3:31])[CH:18]=[C:19]([CH:20]([OH:25])[CH:21]4[CH2:24][CH2:23][O:22]4)[C:6]=3[N:5]=2)[CH2:3][CH2:2]1.CC(OI1(OC(C)=O)(OC(C)=O)OC(=O)C2C=CC=CC1=2)=O. No catalyst specified. The product is [CH:1]1([C:4]2[N:8]([C:9]([O:11][C:12]([CH3:13])([CH3:14])[CH3:15])=[O:10])[C:7]3[CH:16]=[C:17]([C:26]4[C:27]([CH3:32])=[N:28][O:29][C:30]=4[CH3:31])[CH:18]=[C:19]([C:20]([CH:21]4[CH2:24][CH2:23][O:22]4)=[O:25])[C:6]=3[N:5]=2)[CH2:3][CH2:2]1. The yield is 0.630. (5) The reactants are [CH3:1][O:2][CH2:3][C@H:4]([CH3:45])[O:5][C:6]1[CH:7]=[C:8]([C:23]2[NH:27][C:26]([C:28]3[O:29][C@H:30]([CH2:33][O:34][Si](C(C)C)(C(C)C)C(C)C)[CH2:31][N:32]=3)=[CH:25][CH:24]=2)[CH:9]=[C:10]([O:12][C:13]2[CH:18]=[CH:17][C:16]([S:19]([CH3:22])(=[O:21])=[O:20])=[CH:15][CH:14]=2)[CH:11]=1.[F-].C([N+](CCCC)(CCCC)CCCC)CCC.O. The catalyst is O1CCCC1. The product is [CH3:1][O:2][CH2:3][C@H:4]([CH3:45])[O:5][C:6]1[CH:7]=[C:8]([C:23]2[NH:27][C:26]([C:28]3[O:29][C@@H:30]([CH2:33][OH:34])[CH2:31][N:32]=3)=[CH:25][CH:24]=2)[CH:9]=[C:10]([O:12][C:13]2[CH:14]=[CH:15][C:16]([S:19]([CH3:22])(=[O:21])=[O:20])=[CH:17][CH:18]=2)[CH:11]=1. The yield is 0.790. (6) The reactants are CCN(C(C)C)C(C)C.[C:10]([O:14][C:15]([NH:17][CH2:18][C:19]([OH:21])=O)=[O:16])([CH3:13])([CH3:12])[CH3:11].C1C=CC2N(O)N=NC=2C=1.CCN=C=NCCCN(C)C.Cl.[CH2:44]([N:51]1[CH2:56][CH2:55][NH:54][CH2:53][CH2:52]1)[C:45]1[CH:50]=[CH:49][CH:48]=[CH:47][CH:46]=1. The catalyst is CN(C=O)C.O. The product is [C:10]([O:14][C:15](=[O:16])[NH:17][CH2:18][C:19]([N:54]1[CH2:55][CH2:56][N:51]([CH2:44][C:45]2[CH:46]=[CH:47][CH:48]=[CH:49][CH:50]=2)[CH2:52][CH2:53]1)=[O:21])([CH3:11])([CH3:12])[CH3:13]. The yield is 0.705.